This data is from Full USPTO retrosynthesis dataset with 1.9M reactions from patents (1976-2016). The task is: Predict the reactants needed to synthesize the given product. (1) Given the product [OH:11][CH2:10][CH2:9][CH2:8][CH2:7][CH2:6][CH2:5][CH2:4][CH2:3][CH2:2][N:37]1[CH2:38][CH2:39][C:33]2([O:32][CH2:31][CH2:30][N:29]([C:27]([C:25]3[N:26]=[C:22]([CH:19]([CH3:20])[CH3:21])[S:23][CH:24]=3)=[O:28])[CH2:34]2)[CH2:35][CH2:36]1, predict the reactants needed to synthesize it. The reactants are: Br[CH2:2][CH2:3][CH2:4][CH2:5][CH2:6][CH2:7][CH2:8][CH2:9][CH2:10][OH:11].FC(F)(F)C(O)=O.[CH:19]([C:22]1[S:23][CH:24]=[C:25]([C:27]([N:29]2[CH2:34][C:33]3([CH2:39][CH2:38][NH:37][CH2:36][CH2:35]3)[O:32][CH2:31][CH2:30]2)=[O:28])[N:26]=1)([CH3:21])[CH3:20].C(N(CC)CC)C. (2) Given the product [OH:33][C:8]1[N:7]=[CH:6][C:5]([C:4]([N:13]2[CH2:17][CH2:16][CH2:15][C@H:14]2[CH2:18][N:19]2[CH2:23][CH2:22][CH2:21][CH2:20]2)=[O:12])=[CH:10][CH:9]=1, predict the reactants needed to synthesize it. The reactants are: N=C=N.[C:4]([OH:12])(=O)[C:5]1[CH:10]=[CH:9][CH:8]=[N:7][CH:6]=1.[NH:13]1[CH2:17][CH2:16][CH2:15][C@H:14]1[CH2:18][N:19]1[CH2:23][CH2:22][CH2:21][CH2:20]1.C1C=CC2N([OH:33])N=NC=2C=1.C(N(CC)CC)C. (3) The reactants are: [Cl:1][C:2]1[CH:9]=[CH:8][CH:7]=[C:6]([F:10])[C:3]=1[CH2:4][NH2:5].[CH:11]([N:14]([CH:17](C)C)CC)(C)C.[NH:20]1[CH2:25][CH2:24][CH2:23][CH2:22][CH2:21]1.C(#[N:28])C. Given the product [Cl:1][C:2]1[CH:9]=[CH:8][CH:7]=[C:6]([F:10])[C:3]=1[CH2:4][NH:5][C:11]([N:20]1[CH2:25][CH2:24][CH2:23][CH2:22][CH2:21]1)=[N:14][C:17]#[N:28], predict the reactants needed to synthesize it. (4) Given the product [C:14]([C:11]1[N:12]([CH3:13])[C:8]([C:5]2[CH:6]=[CH:7][C:2]([NH:1][C:16](=[O:18])[CH3:17])=[CH:3][CH:4]=2)=[CH:9][CH:10]=1)#[N:15], predict the reactants needed to synthesize it. The reactants are: [NH2:1][C:2]1[CH:7]=[CH:6][C:5]([C:8]2[N:12]([CH3:13])[C:11]([C:14]#[N:15])=[CH:10][CH:9]=2)=[CH:4][CH:3]=1.[C:16](Cl)(=[O:18])[CH3:17]. (5) Given the product [C:18]([C:15]1[CH:16]=[CH:17][C:12]([S:11][C:5]2[CH:4]=[CH:3][C:2]([Cl:1])=[CH:10][C:6]=2[C:7]([OH:9])=[O:8])=[C:13]([N+:23]([O-:25])=[O:24])[CH:14]=1)([OH:20])=[O:19], predict the reactants needed to synthesize it. The reactants are: [Cl:1][C:2]1[CH:3]=[CH:4][C:5]([S:11][C:12]2[CH:17]=[CH:16][C:15]([C:18]([O:20]CC)=[O:19])=[CH:14][C:13]=2[N+:23]([O-:25])=[O:24])=[C:6]([CH:10]=1)[C:7]([OH:9])=[O:8].CO. (6) Given the product [CH3:3][O:2][N:4]=[CH:26][CH2:25][CH2:24][CH2:23][N:11]1[C:12]2[C:21]3[N:20]=[CH:19][CH:18]=[CH:17][C:16]=3[N:15]=[CH:14][C:13]=2[N:22]=[C:10]1[CH2:7][CH2:8][CH3:9], predict the reactants needed to synthesize it. The reactants are: Cl.[O:2]([NH2:4])[CH3:3].[OH-].[Na+].[CH2:7]([C:10]1[N:11]([CH2:23][CH2:24][CH2:25][CH:26]=O)[C:12]2[C:21]3[N:20]=[CH:19][CH:18]=[CH:17][C:16]=3[N:15]=[CH:14][C:13]=2[N:22]=1)[CH2:8][CH3:9]. (7) Given the product [NH2:18][C:2]1[N:3]=[C:4]2[C:9](=[N:10][CH:11]=1)[N:8]([CH2:12][CH3:13])[C:7](=[O:14])[N:6]([CH2:15][CH3:16])[C:5]2=[O:17], predict the reactants needed to synthesize it. The reactants are: Br[C:2]1[N:3]=[C:4]2[C:9](=[N:10][CH:11]=1)[N:8]([CH2:12][CH3:13])[C:7](=[O:14])[N:6]([CH2:15][CH3:16])[C:5]2=[O:17].[NH3:18].O.